Dataset: Reaction yield outcomes from USPTO patents with 853,638 reactions. Task: Predict the reaction yield, written as a fraction of the theoretical maximum amount of product (1.0 means a 100% yield; for example, 0.34 means a 34% yield). (1) The reactants are [NH2:1][C:2]1[CH:3]=[C:4]([C:8]2[C:16]3[C:11](=[CH:12][CH:13]=[C:14]([C:17]([NH2:19])=[O:18])[CH:15]=3)[N:10](C3CCCCO3)[N:9]=2)[CH:5]=[CH:6][CH:7]=1.[F:26][C:27]1[CH:32]=[CH:31][C:30]([CH2:33][C:34](O)=[O:35])=[CH:29][CH:28]=1.CCN=C=NCCCN(C)C. No catalyst specified. The product is [F:26][C:27]1[CH:32]=[CH:31][C:30]([CH2:33][C:34]([NH:1][C:2]2[CH:3]=[C:4]([C:8]3[C:16]4[C:11](=[CH:12][CH:13]=[C:14]([C:17]([NH2:19])=[O:18])[CH:15]=4)[NH:10][N:9]=3)[CH:5]=[CH:6][CH:7]=2)=[O:35])=[CH:29][CH:28]=1. The yield is 0.230. (2) The reactants are [CH:1]1([N:7]([CH:18]2[CH2:23][CH2:22][CH2:21][CH2:20][CH2:19]2)[C:8]([NH:10][C:11]2[S:12][C:13]([CH:16]=O)=[CH:14][N:15]=2)=[O:9])[CH2:6][CH2:5][CH2:4][CH2:3][CH2:2]1.Cl.[NH:25]1[CH2:29][CH2:28][C:27](=[O:30])[NH:26]1.C(O[BH-](OC(=O)C)OC(=O)C)(=O)C.[Na+]. No catalyst specified. The product is [CH:18]1([N:7]([CH:1]2[CH2:6][CH2:5][CH2:4][CH2:3][CH2:2]2)[C:8]([NH:10][C:11]2[S:12][C:13]([CH2:16][N:25]3[CH2:29][CH2:28][C:27](=[O:30])[NH:26]3)=[CH:14][N:15]=2)=[O:9])[CH2:19][CH2:20][CH2:21][CH2:22][CH2:23]1. The yield is 0.160. (3) The reactants are Br[C:2]1[C:10]2[O:9][CH:8]([CH:11]3[CH2:13][CH2:12]3)[CH2:7][C:6]=2[CH:5]=[C:4]([S:14]([CH3:17])(=[O:16])=[O:15])[CH:3]=1.[O-]P([O-])([O-])=O.[K+].[K+].[K+].[CH3:26][N:27]1[CH:36]=[C:35](B2OC(C)(C)C(C)(C)O2)[C:34]2[C:29](=[CH:30][CH:31]=[CH:32][CH:33]=2)[C:28]1=[O:46]. The catalyst is O1CCOCC1.O.C1C=CC(P(C2C=CC=CC=2)[C-]2C=CC=C2)=CC=1.C1C=CC(P(C2C=CC=CC=2)[C-]2C=CC=C2)=CC=1.Cl[Pd]Cl.[Fe+2]. The product is [CH:11]1([CH:8]2[CH2:7][C:6]3[CH:5]=[C:4]([S:14]([CH3:17])(=[O:16])=[O:15])[CH:3]=[C:2]([C:35]4[C:34]5[C:29](=[CH:30][CH:31]=[CH:32][CH:33]=5)[C:28](=[O:46])[N:27]([CH3:26])[CH:36]=4)[C:10]=3[O:9]2)[CH2:13][CH2:12]1. The yield is 0.190.